From a dataset of Full USPTO retrosynthesis dataset with 1.9M reactions from patents (1976-2016). Predict the reactants needed to synthesize the given product. (1) Given the product [CH2:3]([N:10]1[CH2:14][C@H:13]([C:15]2[CH:20]=[CH:19][C:18]([Cl:21])=[C:17]([Cl:22])[CH:16]=2)[C@H:12]([C:23]([OH:25])=[O:24])[CH2:11]1)[C:4]1[CH:9]=[CH:8][CH:7]=[CH:6][CH:5]=1, predict the reactants needed to synthesize it. The reactants are: O=O.[CH2:3]([N:10]1[CH2:14][C:13]([C:15]2[CH:20]=[CH:19][C:18]([Cl:21])=[C:17]([Cl:22])[CH:16]=2)=[C:12]([C:23]([OH:25])=[O:24])[CH2:11]1)[C:4]1[CH:9]=[CH:8][CH:7]=[CH:6][CH:5]=1.[H][H]. (2) Given the product [CH:29]([OH:31])=[O:30].[NH2:17][C:10]1[CH2:11][O:12][CH2:13][C:14]([F:15])([F:16])[C@:8]([C:6]2[CH:7]=[C:2]([NH:1][C:29](=[O:30])[C:26]3[CH:25]=[CH:24][C:23]([O:22][CH2:21][F:20])=[CH:28][N:27]=3)[CH:3]=[CH:4][C:5]=2[F:19])([CH3:18])[N:9]=1, predict the reactants needed to synthesize it. The reactants are: [NH2:1][C:2]1[CH:3]=[CH:4][C:5]([F:19])=[C:6]([C@:8]2([CH3:18])[C:14]([F:16])([F:15])[CH2:13][O:12][CH2:11][C:10]([NH2:17])=[N:9]2)[CH:7]=1.[F:20][CH2:21][O:22][C:23]1[CH:24]=[CH:25][C:26]([C:29]([OH:31])=[O:30])=[N:27][CH:28]=1. (3) Given the product [F:8][C:6]1[CH:5]=[C:4]([C:9]2[N:10]=[C:11]([C:14]3([CH2:20][NH:21][C:32](=[O:33])[C:31]4[CH:35]=[CH:36][CH:37]=[C:29]([C:26]5[N:25]=[C:24]([C:23]([F:39])([F:38])[F:22])[O:28][N:27]=5)[CH:30]=4)[CH2:15][CH2:16][O:17][CH2:18][CH2:19]3)[S:12][CH:13]=2)[CH:3]=[C:2]([F:1])[CH:7]=1, predict the reactants needed to synthesize it. The reactants are: [F:1][C:2]1[CH:3]=[C:4]([C:9]2[N:10]=[C:11]([C:14]3([CH2:20][NH2:21])[CH2:19][CH2:18][O:17][CH2:16][CH2:15]3)[S:12][CH:13]=2)[CH:5]=[C:6]([F:8])[CH:7]=1.[F:22][C:23]([F:39])([F:38])[C:24]1[O:28][N:27]=[C:26]([C:29]2[CH:30]=[C:31]([CH:35]=[CH:36][CH:37]=2)[C:32](O)=[O:33])[N:25]=1. (4) The reactants are: Br[C:2]1[CH:3]=[CH:4][C:5]2[C:11]3[S:12][C:13]([C:15]([N:17]([C:19]4[CH:24]=[C:23]([C:25]([N:27]5[CH2:30][CH:29]([OH:31])[CH2:28]5)=[O:26])[CH:22]=[CH:21][C:20]=4[Cl:32])[CH3:18])=[O:16])=[CH:14][C:10]=3[CH2:9][CH2:8][O:7][C:6]=2[CH:33]=1.CC1(C)C2C(=C(P(C3C=CC=CC=3)C3C=CC=CC=3)C=CC=2)[O:55][C:37]2C(P(C3C=CC=CC=3)C3C=CC=CC=3)=CC=CC1=2.[CH3:76][S:77]([CH2:80][CH2:81][NH2:82])(=[O:79])=[O:78].Cl.C([O-])([O-])=O.[Na+].[Na+]. Given the product [Cl:32][C:20]1[CH:21]=[CH:22][C:23]([C:25]([N:27]2[CH2:30][CH:29]([OH:31])[CH2:28]2)=[O:26])=[CH:24][C:19]=1[N:17]([CH3:18])[C:15]([C:13]1[S:12][C:11]2[C:5]3[CH:4]=[CH:3][C:2]([C:37]([NH:82][CH2:81][CH2:80][S:77]([CH3:76])(=[O:79])=[O:78])=[O:55])=[CH:33][C:6]=3[O:7][CH2:8][CH2:9][C:10]=2[CH:14]=1)=[O:16], predict the reactants needed to synthesize it. (5) Given the product [CH3:2][O:3][C:4](=[O:9])[C:5]([CH3:7])([NH:8][S:18]([C:13]1[CH:14]=[CH:15][CH:16]=[CH:17][C:12]=1[C:11]([F:10])([F:22])[F:23])(=[O:20])=[O:19])[CH3:6], predict the reactants needed to synthesize it. The reactants are: Cl.[CH3:2][O:3][C:4](=[O:9])[C:5]([NH2:8])([CH3:7])[CH3:6].[F:10][C:11]([F:23])([F:22])[C:12]1[CH:17]=[CH:16][CH:15]=[CH:14][C:13]=1[S:18](Cl)(=[O:20])=[O:19].C(N(CC)CC)C.O. (6) The reactants are: [NH2:1][C:2]1[CH:3]=[C:4]2[C:8](=[CH:9][CH:10]=1)[NH:7][C:6]([CH3:11])=[CH:5]2.[C:12]([O:16][C:17](O[C:17]([O:16][C:12]([CH3:15])([CH3:14])[CH3:13])=[O:18])=[O:18])([CH3:15])([CH3:14])[CH3:13]. Given the product [C:17]([NH:1][C:2]1[CH:3]=[C:4]2[C:8](=[CH:9][CH:10]=1)[NH:7][C:6]([CH3:11])=[CH:5]2)([O:16][C:12]([CH3:15])([CH3:14])[CH3:13])=[O:18], predict the reactants needed to synthesize it.